Dataset: Catalyst prediction with 721,799 reactions and 888 catalyst types from USPTO. Task: Predict which catalyst facilitates the given reaction. (1) Reactant: [N+:1]([C:4]1[CH:5]=[CH:6][C:7]([S:10][C:11]2[CH:16]=[CH:15][C:14]([CH2:17][CH2:18][C:19]([O:21][CH3:22])=[O:20])=[CH:13][CH:12]=2)=[N:8][CH:9]=1)([O-])=O.[BH4-].[Na+]. Product: [NH2:1][C:4]1[CH:5]=[CH:6][C:7]([S:10][C:11]2[CH:16]=[CH:15][C:14]([CH2:17][CH2:18][C:19]([O:21][CH3:22])=[O:20])=[CH:13][CH:12]=2)=[N:8][CH:9]=1. The catalyst class is: 129. (2) Reactant: Br[C:2]1[CH:7]=[CH:6][N:5]2[CH:8]=[C:9]([C:11]3[O:12][CH:13]=[CH:14][CH:15]=3)[N:10]=[C:4]2[CH:3]=1.Cl.[F:17][CH2:18][CH2:19][NH2:20].C([O-])([O-])=O.[Cs+].[Cs+].C(Cl)(Cl)Cl.CC1(C)C2C(=C(P(C3C=CC=CC=3)C3C=CC=CC=3)C=CC=2)OC2C(P(C3C=CC=CC=3)C3C=CC=CC=3)=CC=CC1=2. Product: [F:17][CH2:18][CH2:19][NH:20][C:2]1[CH:7]=[CH:6][N:5]2[CH:8]=[C:9]([C:11]3[O:12][CH:13]=[CH:14][CH:15]=3)[N:10]=[C:4]2[CH:3]=1. The catalyst class is: 102. (3) Reactant: [CH2:1]([O:8][N:9]1[C:15](=[O:16])[N:14]2[CH2:17][C@H:10]1[CH2:11][CH2:12][C@H:13]2[C:18]([OH:20])=O)[C:2]1[CH:7]=[CH:6][CH:5]=[CH:4][CH:3]=1.[NH2:21][O:22][CH2:23][CH2:24][NH:25][S:26]([NH:29][C:30](=[O:36])[O:31][C:32]([CH3:35])([CH3:34])[CH3:33])(=[O:28])=[O:27].ON1C2C=CC=CC=2N=N1.Cl.C(N=C=NCCCN(C)C)C. Product: [CH2:1]([O:8][N:9]1[C:15](=[O:16])[N:14]2[CH2:17][C@H:10]1[CH2:11][CH2:12][C@H:13]2[C:18]([NH:21][O:22][CH2:23][CH2:24][NH:25][S:26]([NH:29][C:30](=[O:36])[O:31][C:32]([CH3:34])([CH3:33])[CH3:35])(=[O:28])=[O:27])=[O:20])[C:2]1[CH:3]=[CH:4][CH:5]=[CH:6][CH:7]=1. The catalyst class is: 2. (4) Reactant: Cl[C:2]1[C:11]2[C:6](=[CH:7][CH:8]=[CH:9][CH:10]=2)[C:5](=[O:12])[NH:4][N:3]=1.[Cl:13][C:14]1[CH:15]=[C:16](B(O)O)[CH:17]=[CH:18][CH:19]=1.[O-]P([O-])([O-])=O.[K+].[K+].[K+].N#N. Product: [Cl:13][C:14]1[CH:19]=[C:18]([C:2]2[C:11]3[C:6](=[CH:7][CH:8]=[CH:9][CH:10]=3)[C:5](=[O:12])[NH:4][N:3]=2)[CH:17]=[CH:16][CH:15]=1. The catalyst class is: 20. (5) Reactant: [CH3:1][O:2][C:3]1([O:11][CH3:12])[CH2:6][CH:5]([C:7](OC)=[O:8])[CH2:4]1.[H-].[Al+3].[Li+].[H-].[H-].[H-]. Product: [CH3:1][O:2][C:3]1([O:11][CH3:12])[CH2:6][CH:5]([CH2:7][OH:8])[CH2:4]1. The catalyst class is: 7. (6) Reactant: [CH2:1]([O:3][C:4]1[N:8]([CH2:9][C:10]2[CH:15]=[CH:14][C:13]([C:16]3[CH:21]=[CH:20][CH:19]=[CH:18][C:17]=3[C:22]3[NH:26][C:25](=[O:27])[O:24][N:23]=3)=[CH:12][CH:11]=2)[C:7]2[C:28]([C:32]([O-:34])=[O:33])=[CH:29][CH:30]=[CH:31][C:6]=2[N:5]=1)[CH3:2].[Na+].[Na+].[CH2:1]([O:3][C:4]1[N:8]([CH2:9][C:10]2[CH:11]=[CH:12][C:13]([C:16]3[CH:21]=[CH:20][CH:19]=[CH:18][C:17]=3[C:22]3[NH:26][C:25](=[O:27])[O:24][N:23]=3)=[CH:14][CH:15]=2)[C:7]2[C:28]([C:32]([O-:34])=[O:33])=[CH:29][CH:30]=[CH:31][C:6]=2[N:5]=1)[CH3:2].Cl[CH2:72][C:73]1[O:74][C:75](=[O:79])[O:76][C:77]=1[CH3:78]. Product: [CH2:1]([O:3][C:4]1[N:8]([CH2:9][C:10]2[CH:11]=[CH:12][C:13]([C:16]3[CH:21]=[CH:20][CH:19]=[CH:18][C:17]=3[C:22]3[NH:26][C:25](=[O:27])[O:24][N:23]=3)=[CH:14][CH:15]=2)[C:7]2[C:28]([C:32]([O:34][CH2:72][C:73]3[O:74][C:75](=[O:79])[O:76][C:77]=3[CH3:78])=[O:33])=[CH:29][CH:30]=[CH:31][C:6]=2[N:5]=1)[CH3:2]. The catalyst class is: 3. (7) Reactant: C([Si](C)(C)[O:6][CH2:7][C:8]([N:11]1[C:19]2[C:18]([F:20])=[CH:17][N:16]=[CH:15][C:14]=2[C:13]([C:21]([C:23]2[CH:24]=[C:25]([NH:29][C:30](=[O:39])[CH2:31][C:32]3[CH:37]=[CH:36][C:35]([Cl:38])=[CH:34][N:33]=3)[CH:26]=[N:27][CH:28]=2)=[O:22])=[CH:12]1)([CH3:10])[CH3:9])(C)(C)C. Product: [Cl:38][C:35]1[CH:36]=[CH:37][C:32]([CH2:31][C:30]([NH:29][C:25]2[CH:26]=[N:27][CH:28]=[C:23]([C:21]([C:13]3[C:14]4[CH:15]=[N:16][CH:17]=[C:18]([F:20])[C:19]=4[N:11]([C:8]([CH3:10])([CH3:9])[CH2:7][OH:6])[CH:12]=3)=[O:22])[CH:24]=2)=[O:39])=[N:33][CH:34]=1. The catalyst class is: 1.